The task is: Predict the reactants needed to synthesize the given product.. This data is from Full USPTO retrosynthesis dataset with 1.9M reactions from patents (1976-2016). (1) Given the product [CH3:13][C:10]([CH3:11])([CH3:12])[C@@H:9]([NH:8][C:1](=[O:2])[O:3][C:4]([CH3:5])([CH3:6])[CH3:7])[C:14]([N:48]1[CH2:47][CH2:46][N:45]([CH:42]2[CH2:43][CH2:44][N:39]([CH3:38])[CH2:40][CH2:41]2)[CH2:50][CH2:49]1)=[O:16], predict the reactants needed to synthesize it. The reactants are: [C:1]([NH:8][C@@H:9]([C:14]([OH:16])=O)[C:10]([CH3:13])([CH3:12])[CH3:11])([O:3][C:4]([CH3:7])([CH3:6])[CH3:5])=[O:2].C1C=CC2N(O)N=NC=2C=1.CCN=C=NCCCN(C)C.[CH3:38][N:39]1[CH2:44][CH2:43][CH:42]([N:45]2[CH2:50][CH2:49][NH:48][CH2:47][CH2:46]2)[CH2:41][CH2:40]1. (2) Given the product [CH:11]1([NH:18][C:19]([N:3]2[C:4]3[C:9](=[CH:8][CH:7]=[CH:6][CH:5]=3)[CH2:10][C@@H:2]2[CH3:1])=[O:20])[CH2:17][CH2:16][CH2:15][CH2:14][CH2:13][CH2:12]1, predict the reactants needed to synthesize it. The reactants are: [CH3:1][C@H:2]1[CH2:10][C:9]2[C:4](=[CH:5][CH:6]=[CH:7][CH:8]=2)[NH:3]1.[CH:11]1([N:18]=[C:19]=[O:20])[CH2:17][CH2:16][CH2:15][CH2:14][CH2:13][CH2:12]1. (3) Given the product [CH3:23][O:22][C:19]1[CH:20]=[CH:21][C:16]([CH2:15][N:12]2[C:13]3[C:9](=[CH:8][CH:7]=[C:6]([C:4](=[S:25])[O:3][CH2:1][CH3:2])[CH:14]=3)[CH:10]=[CH:11]2)=[CH:17][CH:18]=1, predict the reactants needed to synthesize it. The reactants are: [CH2:1]([O:3][C:4]([C:6]1[CH:14]=[C:13]2[C:9]([CH:10]=[CH:11][N:12]2[CH2:15][C:16]2[CH:21]=[CH:20][C:19]([O:22][CH3:23])=[CH:18][CH:17]=2)=[CH:8][CH:7]=1)=O)[CH3:2].P12(SP3(SP(SP(S3)(S1)=S)(=S)S2)=S)=[S:25]. (4) Given the product [F:24][C:13]1[CH:14]=[N:15][C:16]2[C:21]([C:12]=1[N:9]1[CH2:10][CH2:11][C:5]3([CH2:6][C@H:2]([NH:1][CH2:44][C:42]4[CH:41]=[CH:40][C:37]5[S:38][CH2:39][C:34](=[O:33])[NH:35][C:36]=5[N:43]=4)[C@H:3]([OH:25])[CH2:4]3)[CH2:7][CH2:8]1)=[N:20][C:19]([O:22][CH3:23])=[CH:18][CH:17]=2, predict the reactants needed to synthesize it. The reactants are: [NH2:1][C@H:2]1[CH2:6][C:5]2([CH2:11][CH2:10][N:9]([C:12]3[C:21]4[C:16](=[CH:17][CH:18]=[C:19]([O:22][CH3:23])[N:20]=4)[N:15]=[CH:14][C:13]=3[F:24])[CH2:8][CH2:7]2)[CH2:4][C@H:3]1[OH:25].[O-]S([O-])(=O)=O.[Na+].[Na+].[O:33]=[C:34]1[CH2:39][S:38][C:37]2[CH:40]=[CH:41][C:42]([CH:44]=O)=[N:43][C:36]=2[NH:35]1.[BH-](OC(C)=O)(OC(C)=O)OC(C)=O.[Na+]. (5) The reactants are: [C:1]1([C:7]2[O:11][N:10]=[C:9]([C:12]([O:14]CC)=O)[N:8]=2)[CH:6]=[CH:5][CH:4]=[CH:3][CH:2]=1.Cl.[Cl:18][C:19]1[CH:20]=[C:21]2[C:25](=[CH:26][CH:27]=1)[NH:24][CH:23]=[C:22]2[CH2:28][CH2:29][NH2:30].CN(C(ON1N=NC2C=CC=NC1=2)=[N+](C)C)C.F[P-](F)(F)(F)(F)F.C(N(CC)C(C)C)(C)C. Given the product [Cl:18][C:19]1[CH:20]=[C:21]2[C:25](=[CH:26][CH:27]=1)[NH:24][CH:23]=[C:22]2[CH2:28][CH2:29][NH:30][C:12]([C:9]1[N:8]=[C:7]([C:1]2[CH:2]=[CH:3][CH:4]=[CH:5][CH:6]=2)[O:11][N:10]=1)=[O:14], predict the reactants needed to synthesize it.